Predict the product of the given reaction. From a dataset of Forward reaction prediction with 1.9M reactions from USPTO patents (1976-2016). Given the reactants [Mg:1].[CH3:2][C@@H:3]1[C@@H:17]2[C:12](=[C:13]([OH:32])[C@:14]3([OH:31])[C:22](=[O:23])[C:21]([C:24]([NH2:26])=[O:25])=[C:20]([OH:27])[C@@H:19]([N:28]([CH3:30])[CH3:29])[C@@H:15]3[C@H:16]2[OH:18])[C:10](=[O:11])[C:9]2[C:8]([OH:33])=[CH:7][CH:6]=[CH:5][C:4]1=2, predict the reaction product. The product is: [Mg:1].[CH3:2][C@@H:3]1[C@@H:17]2[C:12](=[C:13]([OH:32])[C@:14]3([OH:31])[C:22](=[O:23])[C:21]([C:24]([NH2:26])=[O:25])=[C:20]([OH:27])[C@@H:19]([N:28]([CH3:29])[CH3:30])[C@@H:15]3[C@H:16]2[OH:18])[C:10](=[O:11])[C:9]2[C:8]([OH:33])=[CH:7][CH:6]=[CH:5][C:4]1=2.